From a dataset of Peptide-MHC class II binding affinity with 134,281 pairs from IEDB. Regression. Given a peptide amino acid sequence and an MHC pseudo amino acid sequence, predict their binding affinity value. This is MHC class II binding data. (1) The peptide sequence is SQCLELSWNLNGLQAY. The MHC is DRB1_0401 with pseudo-sequence DRB1_0401. The binding affinity (normalized) is 0.459. (2) The peptide sequence is GELEFEEFVSLASRF. The MHC is DRB1_1302 with pseudo-sequence DRB1_1302. The binding affinity (normalized) is 0.795.